From a dataset of Catalyst prediction with 721,799 reactions and 888 catalyst types from USPTO. Predict which catalyst facilitates the given reaction. (1) Product: [CH3:7][C:8]1[N:9]=[C:10]2[C:15]([OH:16])=[C:14]([CH2:3][N:4]([CH3:5])[CH3:24])[C:13]([C:17]([O:19][CH2:20][CH3:21])=[O:18])=[CH:12][N:11]2[C:22]=1[CH3:23]. Reactant: [I-].C[CH:3]=[N+:4]=[CH:5]C.[CH3:7][C:8]1[N:9]=[C:10]2[C:15]([OH:16])=[CH:14][C:13]([C:17]([O:19][CH2:20][CH3:21])=[O:18])=[CH:12][N:11]2[C:22]=1[CH3:23].[C:24](=O)([O-])O.[Na+]. The catalyst class is: 4. (2) Reactant: [CH3:1][C:2]1O[CH:7]=[CH:6][C:4](=[O:5])[C:3]=1[OH:9].[OH-].[NH4+:11]. Product: [OH:9][C:3]1[C:4](=[O:5])[CH:6]=[CH:7][NH:11][C:2]=1[CH3:1]. The catalyst class is: 8.